This data is from TCR-epitope binding with 47,182 pairs between 192 epitopes and 23,139 TCRs. The task is: Binary Classification. Given a T-cell receptor sequence (or CDR3 region) and an epitope sequence, predict whether binding occurs between them. (1) The epitope is EILDITPCSF. The TCR CDR3 sequence is CASSLELTALNTEAFF. Result: 1 (the TCR binds to the epitope). (2) The epitope is FVDGVPFVV. The TCR CDR3 sequence is CASSLAQTGVEQYF. Result: 0 (the TCR does not bind to the epitope). (3) The epitope is HLVDFQVTI. Result: 1 (the TCR binds to the epitope). The TCR CDR3 sequence is CASSLGLHTDTQYF. (4) The epitope is FLNGSCGSV. The TCR CDR3 sequence is CASSQDTGGVMNTEAFF. Result: 1 (the TCR binds to the epitope). (5) The epitope is HTTDPSFLGRY. The TCR CDR3 sequence is CASSQVQGAYEQYF. Result: 0 (the TCR does not bind to the epitope).